Dataset: Full USPTO retrosynthesis dataset with 1.9M reactions from patents (1976-2016). Task: Predict the reactants needed to synthesize the given product. (1) Given the product [CH3:26][NH:28][C:22]([C:18]1[C:19]2[C:14](=[CH:13][C:12]([O:11][C:9]3[C:10]4[N:2]([CH3:1])[CH:3]=[CH:4][C:5]=4[N:6]=[CH:7][N:8]=3)=[CH:21][CH:20]=2)[CH:15]=[CH:16][CH:17]=1)=[O:24], predict the reactants needed to synthesize it. The reactants are: [CH3:1][N:2]1[C:10]2[C:9]([O:11][C:12]3[CH:13]=[C:14]4[C:19](=[CH:20][CH:21]=3)[C:18]([C:22]([OH:24])=O)=[CH:17][CH:16]=[CH:15]4)=[N:8][CH:7]=[N:6][C:5]=2[CH:4]=[CH:3]1.Cl.[CH2:26]([N:28]=C=NCCCN(C)C)C.ON1C2C=CC=CC=2N=N1.O1CCCC1.CN. (2) Given the product [CH:6]1[C:1]([OH:7])=[CH:2][CH:3]=[C:4]([OH:11])[CH:5]=1.[C:4]1(=[O:11])[CH:5]=[CH:6][C:1](=[O:7])[CH:2]=[CH:3]1.[C:1]1([C:6](=[CH:5][CH:4]=[CH:3][CH:2]=1)[OH:11])[OH:7], predict the reactants needed to synthesize it. The reactants are: [C:1]1([OH:7])[CH:6]=[CH:5][CH:4]=[CH:3][CH:2]=1.Cl.[H][H].[O:11]=O. (3) Given the product [N+:1]([C:4]1[CH:13]=[CH:12][C:7]2[N:8]([CH:16]([CH3:17])[CH3:15])[C:9](=[O:11])[S:10][C:6]=2[CH:5]=1)([O-:3])=[O:2], predict the reactants needed to synthesize it. The reactants are: [N+:1]([C:4]1[CH:13]=[CH:12][C:7]2[NH:8][C:9](=[O:11])[S:10][C:6]=2[CH:5]=1)([O-:3])=[O:2].N12CCCN=C1CC[CH2:17][CH2:16][CH2:15]2.IC(C)C. (4) Given the product [ClH:1].[ClH:1].[CH2:3]([C:7]1[N:12]=[N:11][C:10]([O:13][CH2:14][CH:15]2[O:20][CH2:19][CH2:18][N:17]([CH3:35])[CH2:16]2)=[CH:9][C:8]=1[C:21]1[CH:22]=[CH:23][C:24]([O:27][CH:28]2[CH2:33][CH2:32][CH2:31][CH2:30][CH2:29]2)=[CH:25][CH:26]=1)[CH2:4][CH2:5][CH3:6], predict the reactants needed to synthesize it. The reactants are: [ClH:1].Cl.[CH2:3]([C:7]1[N:12]=[N:11][C:10]([O:13][CH2:14][CH:15]2[O:20][CH2:19][CH2:18][NH:17][CH2:16]2)=[CH:9][C:8]=1[C:21]1[CH:26]=[CH:25][C:24]([O:27][CH:28]2[CH2:33][CH2:32][CH2:31][CH2:30][CH2:29]2)=[CH:23][CH:22]=1)[CH2:4][CH2:5][CH3:6].Cl.[CH2:35](OCC)C. (5) Given the product [N:4]1[CH:5]=[CH:6][CH:7]=[C:2]([NH:1][C:25](=[O:26])[O:24][C:20]([CH3:23])([CH3:22])[CH3:21])[CH:3]=1, predict the reactants needed to synthesize it. The reactants are: [NH2:1][C:2]1[CH:3]=[N:4][CH:5]=[CH:6][CH:7]=1.C[Si]([NH-])(C)C.C[Si]([NH-])(C)C.[Na+].[Na+].[C:20]([O:24][C:25](O[C:25]([O:24][C:20]([CH3:23])([CH3:22])[CH3:21])=[O:26])=[O:26])([CH3:23])([CH3:22])[CH3:21]. (6) Given the product [CH3:1][C:2]1[CH2:7][CH2:6][CH2:5][C:4]([CH3:8])([CH3:9])[C:3]=1/[CH:10]=[CH:11]/[C:12](/[CH3:22])=[CH:13]\[CH:14]=[CH:15]\[C:16](\[CH3:21])=[CH:17]\[C:18]([OH:20])=[O:19], predict the reactants needed to synthesize it. The reactants are: [CH3:1][C:2]1[CH2:7][CH2:6][CH2:5][C:4]([CH3:9])([CH3:8])[C:3]=1/[CH:10]=[CH:11]/[C:12](/[CH3:22])=[CH:13]/[CH:14]=[CH:15]/[C:16](/[CH3:21])=[CH:17]/[C:18]([OH:20])=[O:19]. (7) Given the product [OH:37][CH2:36][C:31]1([CH3:30])[CH2:35][CH2:34][N:33]([CH2:25][C:24]2[CH:23]=[CH:22][C:21]([O:20][CH:18]3[CH2:19][N:16]([C:14]([C:12]4[O:13][C:9]([C:6]5[CH:7]=[CH:8][C:3]([O:2][CH3:1])=[CH:4][CH:5]=5)=[N:10][N:11]=4)=[O:15])[CH2:17]3)=[CH:28][CH:27]=2)[CH2:32]1, predict the reactants needed to synthesize it. The reactants are: [CH3:1][O:2][C:3]1[CH:8]=[CH:7][C:6]([C:9]2[O:13][C:12]([C:14]([N:16]3[CH2:19][CH:18]([O:20][C:21]4[CH:28]=[CH:27][C:24]([CH:25]=O)=[CH:23][CH:22]=4)[CH2:17]3)=[O:15])=[N:11][N:10]=2)=[CH:5][CH:4]=1.Cl.[CH3:30][C:31]1([CH2:36][OH:37])[CH2:35][CH2:34][NH:33][CH2:32]1.[Na].C([O-])(O)=O.[Na+]. (8) Given the product [F:25][C:26]([F:39])([F:38])[S:27]([O:17][C:3]1[CH:4]=[CH:5][C:6]([C@H:8]2[CH2:13][CH2:12][C@H:11]([CH2:14][CH2:15][CH3:16])[CH2:10][O:9]2)=[CH:7][C:2]=1[F:1])(=[O:29])=[O:28], predict the reactants needed to synthesize it. The reactants are: [F:1][C:2]1[CH:7]=[C:6]([CH:8]2[CH2:13][CH2:12][CH:11]([CH2:14][CH2:15][CH3:16])[CH2:10][O:9]2)[CH:5]=[CH:4][C:3]=1[OH:17].C(N(CC)CC)C.[F:25][C:26]([F:39])([F:38])[S:27](O[S:27]([C:26]([F:39])([F:38])[F:25])(=[O:29])=[O:28])(=[O:29])=[O:28].